From a dataset of Forward reaction prediction with 1.9M reactions from USPTO patents (1976-2016). Predict the product of the given reaction. (1) Given the reactants [C:1]([O:5][C:6](=[O:31])[CH2:7][O:8][C:9]1[CH:14]=[CH:13][C:12]([Cl:15])=[CH:11][C:10]=1[C:16]#[C:17][C:18]1[CH:23]=[C:22]([S:24]([CH2:27][CH2:28][CH3:29])(=O)=[O:25])[CH:21]=[CH:20][C:19]=1F)(C)(C)C.Cl[C:33]1C=CC(OCC(OC)=O)=C(C#C)C=1.BrC1C=C(S(CCC)=O)C=CC=1C, predict the reaction product. The product is: [Cl:15][C:12]1[CH:13]=[CH:14][C:9]([O:8][CH2:7][C:6]([O:5][CH3:1])=[O:31])=[C:10]([C:16]#[C:17][C:18]2[CH:23]=[C:22]([S:24]([CH2:27][CH2:28][CH3:29])=[O:25])[CH:21]=[CH:20][C:19]=2[CH3:33])[CH:11]=1. (2) Given the reactants C([N:8]1[C@@H:12]([CH3:13])[CH2:11][C@H:10]([CH2:14][N:15]2[C:23]3[C:18](=[CH:19][C:20]([C:24]4[CH:25]=[N:26][N:27]([CH:29]5[CH2:34][CH2:33][CH2:32][CH2:31][O:30]5)[CH:28]=4)=[CH:21][CH:22]=3)[CH:17]=[N:16]2)[CH2:9]1)C1C=CC=CC=1.C([O-])=O.[NH4+].C(OCC)(=O)C, predict the reaction product. The product is: [CH3:13][C@@H:12]1[NH:8][CH2:9][C@@H:10]([CH2:14][N:15]2[C:23]3[C:18](=[CH:19][C:20]([C:24]4[CH:25]=[N:26][N:27]([CH:29]5[CH2:34][CH2:33][CH2:32][CH2:31][O:30]5)[CH:28]=4)=[CH:21][CH:22]=3)[CH:17]=[N:16]2)[CH2:11]1. (3) Given the reactants [C:1]([O:4][C:5]1[CH:10]=[CH:9][C:8]([CH:11]=[O:12])=[CH:7][CH:6]=1)(=[O:3])[CH3:2].[Na].C(O)(=O)C.O, predict the reaction product. The product is: [C:1]([O:4][C:5]1[CH:10]=[CH:9][C:8]([CH2:11][OH:12])=[CH:7][CH:6]=1)(=[O:3])[CH3:2].